This data is from Forward reaction prediction with 1.9M reactions from USPTO patents (1976-2016). The task is: Predict the product of the given reaction. (1) Given the reactants [Cl:1][C:2]1[CH:16]=[CH:15][C:5]([CH2:6][CH2:7][N:8]2[CH2:13][CH2:12][NH:11][C:10](=[O:14])[CH2:9]2)=[CH:4][CH:3]=1.Br[C:18]1[CH:23]=[CH:22][C:21]2[C:24]3[CH2:25][N:26]([C:32]([O:34][C:35]([CH3:38])([CH3:37])[CH3:36])=[O:33])[CH2:27][CH2:28][CH2:29][C:30]=3[O:31][C:20]=2[CH:19]=1.C([O-])([O-])=O.[Cs+].[Cs+].CN[C@@H]1CCCC[C@H]1NC, predict the reaction product. The product is: [Cl:1][C:2]1[CH:3]=[CH:4][C:5]([CH2:6][CH2:7][N:8]2[CH2:13][CH2:12][N:11]([C:18]3[CH:23]=[CH:22][C:21]4[C:24]5[CH2:25][N:26]([C:32]([O:34][C:35]([CH3:38])([CH3:37])[CH3:36])=[O:33])[CH2:27][CH2:28][CH2:29][C:30]=5[O:31][C:20]=4[CH:19]=3)[C:10](=[O:14])[CH2:9]2)=[CH:15][CH:16]=1. (2) Given the reactants [CH2:1]([C:4]1[C:5](O)=[C:6]([C:11]2[N:16]=[C:15](N)[N:14]=[C:13]([CH:18]3[CH2:23][CH2:22][CH2:21][N:20]([C:24]([O:26][C:27]([CH3:30])([CH3:29])[CH3:28])=[O:25])[CH2:19]3)[CH:12]=2)[C:7](O)=[CH:8][CH:9]=1)[CH:2]=[CH2:3].[H][H].[C:34](OCC)(=O)C, predict the reaction product. The product is: [NH2:14][C:15]1[CH:34]=[C:13]([CH:18]2[CH2:23][CH2:22][CH2:21][N:20]([C:24]([O:26][C:27]([CH3:28])([CH3:29])[CH3:30])=[O:25])[CH2:19]2)[CH:12]=[C:11]([CH:6]2[CH2:7][CH:8]=[CH:9][CH:4]([CH2:1][CH2:2][CH3:3])[CH2:5]2)[N:16]=1. (3) Given the reactants [H-].[Na+].[I:3][C:4]1[CH:9]=[CH:8][C:7]([OH:10])=[CH:6][CH:5]=1.[C:11]([O:15][C:16]([N:18]1[CH2:22][CH2:21][CH2:20][C@@H:19]1[CH2:23]OS(C1C=CC(C)=CC=1)(=O)=O)=[O:17])([CH3:14])([CH3:13])[CH3:12], predict the reaction product. The product is: [C:11]([O:15][C:16]([N:18]1[CH2:22][CH2:21][CH2:20][C@@H:19]1[CH2:23][O:10][C:7]1[CH:8]=[CH:9][C:4]([I:3])=[CH:5][CH:6]=1)=[O:17])([CH3:14])([CH3:12])[CH3:13]. (4) Given the reactants [CH2:1]([CH:3]=[CH:4][PH:5](=[O:7])[OH:6])C.C#[N:9].[C:10](#N)[CH3:11], predict the reaction product. The product is: [CH2:10]([P:5]([CH2:4][CH2:3][C:1]#[N:9])(=[O:7])[OH:6])[CH3:11]. (5) Given the reactants F[P-](F)(F)(F)(F)F.[N:8]1(O[P+](N(C)C)(N(C)C)N(C)C)[C:12]2[CH:13]=[CH:14][CH:15]=[CH:16][C:11]=2N=N1.[CH:28]1([CH2:34][C@H:35]([N:39]2[CH2:47][C:46]3[C:41](=[CH:42][CH:43]=[CH:44][CH:45]=3)[C:40]2=[O:48])[C:36](O)=[O:37])[CH2:33][CH2:32][CH2:31][CH2:30][CH2:29]1.NC1N=CC=C(C)N=1.C1(C[C@@H](N2CC3C(=CC=CC=3)C2=O)[C:65]([NH:67]C2SC=CN=2)=[O:66])CCCCC1, predict the reaction product. The product is: [O:66]1[C:11]2[CH:16]=[CH:15][CH:14]=[CH:13][C:12]=2[N:8]=[C:65]1[NH:67][C:36](=[O:37])[C@@H:35]([N:39]1[CH2:47][C:46]2[C:41](=[CH:42][CH:43]=[CH:44][CH:45]=2)[C:40]1=[O:48])[CH2:34][CH:28]1[CH2:33][CH2:32][CH2:31][CH2:30][CH2:29]1. (6) Given the reactants [Cl:1][C:2]1[CH:3]=[C:4]2[C:8](=[CH:9][CH:10]=1)[N:7]([CH3:11])[C:6]([C:12]([OH:14])=O)=[C:5]2[CH3:15].C([O:18][C:19](=[O:41])[C:20]([O:23][C:24]1[CH:29]=[CH:28][C:27]([O:30][C:31]2[CH:36]=[C:35]([CH3:37])[CH:34]=[C:33]([CH2:38][NH2:39])[CH:32]=2)=[CH:26][C:25]=1[CH3:40])([CH3:22])[CH3:21])C, predict the reaction product. The product is: [Cl:1][C:2]1[CH:3]=[C:4]2[C:8](=[CH:9][CH:10]=1)[N:7]([CH3:11])[C:6]([C:12]([NH:39][CH2:38][C:33]1[CH:32]=[C:31]([CH:36]=[C:35]([CH3:37])[CH:34]=1)[O:30][C:27]1[CH:28]=[CH:29][C:24]([O:23][C:20]([CH3:22])([CH3:21])[C:19]([OH:41])=[O:18])=[C:25]([CH3:40])[CH:26]=1)=[O:14])=[C:5]2[CH3:15]. (7) Given the reactants C(N(CC)CC)C.Cl.[CH3:9][NH:10][CH2:11][C:12]1[CH:20]=[CH:19][CH:18]=[C:17]2[C:13]=1[CH2:14][N:15]([CH:22]1[CH2:27][CH2:26][C:25](=[O:28])[NH:24][C:23]1=[O:29])[C:16]2=[O:21].[Cl:30][C:31]1[CH:36]=[CH:35][C:34]([N:37]=[C:38]=[O:39])=[CH:33][CH:32]=1, predict the reaction product. The product is: [Cl:30][C:31]1[CH:36]=[CH:35][C:34]([NH:37][C:38](=[O:39])[N:10]([CH2:11][C:12]2[CH:20]=[CH:19][CH:18]=[C:17]3[C:13]=2[CH2:14][N:15]([CH:22]2[CH2:27][CH2:26][C:25](=[O:28])[NH:24][C:23]2=[O:29])[C:16]3=[O:21])[CH3:9])=[CH:33][CH:32]=1.